This data is from Peptide-MHC class II binding affinity with 134,281 pairs from IEDB. The task is: Regression. Given a peptide amino acid sequence and an MHC pseudo amino acid sequence, predict their binding affinity value. This is MHC class II binding data. The peptide sequence is GLAVLRKVKRVVASL. The MHC is HLA-DQA10201-DQB10303 with pseudo-sequence HLA-DQA10201-DQB10303. The binding affinity (normalized) is 0.